Dataset: Full USPTO retrosynthesis dataset with 1.9M reactions from patents (1976-2016). Task: Predict the reactants needed to synthesize the given product. (1) Given the product [F:1][C:2]1[CH:7]=[CH:6][C:5]([C:8]2[C:9]([CH3:20])=[CH:10][C:11]([O:15][CH2:16][C@@H:17]([OH:19])[CH3:18])=[CH:12][C:13]=2[CH3:14])=[CH:4][C:3]=1[CH2:21][O:22][C:23]1[N:28]=[CH:27][C:26]2[C@@H:29]3[C@@H:32]([C:33]([OH:35])=[O:34])[C@@H:30]3[CH2:31][C:25]=2[CH:24]=1, predict the reactants needed to synthesize it. The reactants are: [F:1][C:2]1[CH:7]=[CH:6][C:5]([C:8]2[C:13]([CH3:14])=[CH:12][C:11]([O:15][CH2:16][C@@H:17]([OH:19])[CH3:18])=[CH:10][C:9]=2[CH3:20])=[CH:4][C:3]=1[CH2:21][O:22][C:23]1[N:28]=[CH:27][C:26]2[C@@H:29]3[C@@H:32]([C:33]([O:35]CC)=[O:34])[C@@H:30]3[CH2:31][C:25]=2[CH:24]=1.[OH-].[Na+].O.Cl. (2) Given the product [CH3:21][O:20][C:13]1[CH:14]=[C:15]([O:18][CH3:19])[CH:16]=[CH:17][C:12]=1[CH2:11][N:9]1[CH2:10][C:6]2[C:5]([F:23])=[C:4]([NH:24][C@H:25]3[CH2:30][CH2:29][CH2:28][CH2:27][C@H:26]3[NH:31][C:32](=[O:38])[O:33][C:34]([CH3:37])([CH3:36])[CH3:35])[N:3]=[C:2]([C:43]3[CH:42]=[N:41][N:40]([CH3:39])[CH:44]=3)[C:7]=2[C:8]1=[O:22], predict the reactants needed to synthesize it. The reactants are: Cl[C:2]1[C:7]2[C:8](=[O:22])[N:9]([CH2:11][C:12]3[CH:17]=[CH:16][C:15]([O:18][CH3:19])=[CH:14][C:13]=3[O:20][CH3:21])[CH2:10][C:6]=2[C:5]([F:23])=[C:4]([NH:24][C@H:25]2[CH2:30][CH2:29][CH2:28][CH2:27][C@H:26]2[NH:31][C:32](=[O:38])[O:33][C:34]([CH3:37])([CH3:36])[CH3:35])[N:3]=1.[CH3:39][N:40]1[CH:44]=[C:43](B2OC(C)(C)C(C)(C)O2)[CH:42]=[N:41]1.C(=O)([O-])[O-].[Na+].[Na+]. (3) Given the product [Cl:26][C:21]1[CH:22]=[CH:23][CH:24]=[CH:25][C:20]=1[C:19]1[C:4]2[C:5](=[N:6][C:7]([O:8][C:9]3[CH:14]=[CH:13][C:12]([F:15])=[CH:11][C:10]=3[F:16])=[C:2]([NH:27][CH2:28][C@H:29]([OH:31])[CH3:30])[N:3]=2)[NH:17][N:18]=1, predict the reactants needed to synthesize it. The reactants are: Cl[C:2]1[N:3]=[C:4]2[C:19]([C:20]3[CH:25]=[CH:24][CH:23]=[CH:22][C:21]=3[Cl:26])=[N:18][NH:17][C:5]2=[N:6][C:7]=1[O:8][C:9]1[CH:14]=[CH:13][C:12]([F:15])=[CH:11][C:10]=1[F:16].[NH2:27][CH2:28][C@@H:29]([OH:31])[CH3:30]. (4) Given the product [CH2:25]([N:3]([CH2:1][CH3:2])[C:4](=[O:24])[C:5]1[CH:6]=[CH:7][C:8]([C:11](=[C:18]2[CH2:23][CH2:22][N:21]([CH3:27])[CH2:20][CH2:19]2)[C:12]2[CH:17]=[CH:16][CH:15]=[CH:14][CH:13]=2)=[CH:9][CH:10]=1)[CH3:26], predict the reactants needed to synthesize it. The reactants are: [CH2:1]([N:3]([CH2:25][CH3:26])[C:4](=[O:24])[C:5]1[CH:10]=[CH:9][C:8]([C:11](=[C:18]2[CH2:23][CH2:22][NH:21][CH2:20][CH2:19]2)[C:12]2[CH:17]=[CH:16][CH:15]=[CH:14][CH:13]=2)=[CH:7][CH:6]=1)[CH3:2].[C:27](=O)([O-])[O-].[K+].[K+].CI. (5) Given the product [NH2:1][C:2]1[C:7]2[C:8](=[O:29])[N:9]([C:14]3[CH:15]=[CH:16][C:17]([C:20]4([C:26]([NH2:30])=[O:27])[CH2:25][CH2:24][CH2:23][CH2:22][CH2:21]4)=[CH:18][CH:19]=3)[CH2:10][C@@H:11]([CH3:13])[O:12][C:6]=2[N:5]=[CH:4][N:3]=1, predict the reactants needed to synthesize it. The reactants are: [NH2:1][C:2]1[C:7]2[C:8](=[O:29])[N:9]([C:14]3[CH:19]=[CH:18][C:17]([C:20]4([C:26](O)=[O:27])[CH2:25][CH2:24][CH2:23][CH2:22][CH2:21]4)=[CH:16][CH:15]=3)[CH2:10][C@@H:11]([CH3:13])[O:12][C:6]=2[N:5]=[CH:4][N:3]=1.[NH3:30]. (6) Given the product [CH2:24]([C:19]1[CH:18]=[C:17]([C:4](=[O:3])[CH2:5][NH:6][C:7](=[O:16])[C:8]2[CH:9]=[C:10]([CH3:15])[N:11]=[C:12]([CH3:14])[CH:13]=2)[CH:22]=[C:21]([CH3:23])[N:20]=1)[CH:25]([CH3:27])[CH3:26], predict the reactants needed to synthesize it. The reactants are: C([O:3][C:4](OCC)([C:17]1[CH:22]=[C:21]([CH3:23])[N:20]=[C:19]([CH2:24][CH:25]([CH3:27])[CH3:26])[CH:18]=1)[CH2:5][NH:6][C:7](=[O:16])[C:8]1[CH:13]=[C:12]([CH3:14])[N:11]=[C:10]([CH3:15])[CH:9]=1)C.[OH-].[Na+]. (7) Given the product [C:15]([NH:18][NH:19][C:5](=[O:7])[C:4]1[CH:8]=[CH:9][CH:10]=[C:11]([N+:12]([O-:14])=[O:13])[C:3]=1[O:2][CH3:1])(=[O:17])[CH3:16], predict the reactants needed to synthesize it. The reactants are: [CH3:1][O:2][C:3]1[C:11]([N+:12]([O-:14])=[O:13])=[CH:10][CH:9]=[CH:8][C:4]=1[C:5]([OH:7])=O.[C:15]([NH:18][NH2:19])(=[O:17])[CH3:16].C(N(C(C)C)CC)(C)C.F[P-](F)(F)(F)(F)F.N1(O[P+](N(C)C)(N(C)C)N(C)C)C2C=CC=CC=2N=N1. (8) Given the product [CH:1]1([S:4]([NH:7][CH2:8][CH:9]2[CH2:13][CH:12]([C:14]([OH:16])=[O:15])[CH:11]([CH2:21][CH3:22])[CH2:10]2)(=[O:6])=[O:5])[CH2:2][CH2:3]1, predict the reactants needed to synthesize it. The reactants are: [CH:1]1([S:4]([NH:7][CH2:8][CH:9]2[CH2:13][CH:12]([C:14]([O:16]C(C)(C)C)=[O:15])[CH:11]([CH2:21][CH3:22])[CH2:10]2)(=[O:6])=[O:5])[CH2:3][CH2:2]1.C(O)(C(F)(F)F)=O. (9) Given the product [CH:1]1[C:13]2[CH:12]([CH2:14][O:15][C:16]([N:17]([CH2:21][C:22]3[N:26]([CH3:27])[C:25]4[CH:28]=[CH:29][CH:30]=[CH:31][C:24]=4[N:23]=3)[CH2:18][CH2:34][NH:35][C@@H:38]([C@@H:8]([CH3:7])[CH2:9][CH3:10])[C:37]([O:40][C:5]([CH3:6])([CH3:13])[CH3:4])=[O:39])=[O:32])[C:11]3[C:6](=[CH:7][CH:8]=[CH:9][CH:10]=3)[C:5]=2[CH:4]=[CH:3][CH:2]=1, predict the reactants needed to synthesize it. The reactants are: [CH:1]1[C:13]2[CH:12]([CH2:14][O:15][C:16](=[O:32])[N:17]([CH2:21][C:22]3[N:26]([CH3:27])[C:25]4[CH:28]=[CH:29][CH:30]=[CH:31][C:24]=4[N:23]=3)[CH2:18]C=O)[C:11]3[C:6](=[CH:7][CH:8]=[CH:9][CH:10]=3)[C:5]=2[CH:4]=[CH:3][CH:2]=1.[BH3-][C:34]#[N:35].[Na+].[C:37]([OH:40])(=[O:39])[CH3:38]. (10) Given the product [CH2:42]([C:43]1[N:8]([C:9]2[C:17]3[O:16][CH2:15][C@@H:14]([N:18]([C:33](=[O:38])[C:34]([F:37])([F:36])[F:35])[C:19]4[CH:32]=[CH:31][C:22]5[C@H:23]([CH2:26][C:27]([O:29][CH3:30])=[O:28])[CH2:24][O:25][C:21]=5[CH:20]=4)[C:13]=3[CH:12]=[CH:11][CH:10]=2)[C:7]2[C:6]([F:39])=[C:5]([F:40])[CH:4]=[CH:3][C:2]=2[N:1]=1)[CH3:41], predict the reactants needed to synthesize it. The reactants are: [NH2:1][C:2]1[C:7]([NH:8][C:9]2[C:17]3[O:16][CH2:15][C@@H:14]([N:18]([C:33](=[O:38])[C:34]([F:37])([F:36])[F:35])[C:19]4[CH:32]=[CH:31][C:22]5[C@H:23]([CH2:26][C:27]([O:29][CH3:30])=[O:28])[CH2:24][O:25][C:21]=5[CH:20]=4)[C:13]=3[CH:12]=[CH:11][CH:10]=2)=[C:6]([F:39])[C:5]([F:40])=[CH:4][CH:3]=1.[C:41](Cl)(=O)[CH2:42][CH3:43].C(=O)([O-])O.[Na+].